From a dataset of Catalyst prediction with 721,799 reactions and 888 catalyst types from USPTO. Predict which catalyst facilitates the given reaction. Reactant: F[C:2]1[CH:7]=[CH:6][C:5]([N+:8]([O-:10])=[O:9])=[CH:4][CH:3]=1.[CH3:11][N:12]1[CH2:18][CH2:17][CH2:16][NH:15][CH2:14][CH2:13]1.C([O-])([O-])=O.[Cs+].[Cs+]. Product: [N+:8]([C:5]1[CH:6]=[CH:7][C:2]([N:15]2[CH2:16][CH2:17][CH2:18][N:12]([CH3:11])[CH2:13][CH2:14]2)=[CH:3][CH:4]=1)([O-:10])=[O:9]. The catalyst class is: 85.